This data is from Full USPTO retrosynthesis dataset with 1.9M reactions from patents (1976-2016). The task is: Predict the reactants needed to synthesize the given product. Given the product [O:1]1[C:10]2[CH:9]=[C:8]([CH2:11][NH:12][C:13]3([C:26]([O:28][CH3:29])=[O:27])[CH2:14][CH2:15][NH:16][CH2:17][CH2:18]3)[N:7]=[CH:6][C:5]=2[O:4][CH2:3][CH2:2]1, predict the reactants needed to synthesize it. The reactants are: [O:1]1[C:10]2[CH:9]=[C:8]([CH2:11][NH:12][C:13]3([C:26]([O:28][CH3:29])=[O:27])[CH2:18][CH2:17][N:16](C(OC(C)(C)C)=O)[CH2:15][CH2:14]3)[N:7]=[CH:6][C:5]=2[O:4][CH2:3][CH2:2]1.FC(F)(F)C(O)=O.